This data is from Full USPTO retrosynthesis dataset with 1.9M reactions from patents (1976-2016). The task is: Predict the reactants needed to synthesize the given product. (1) Given the product [CH2:1]([O:8][C:9]([NH:11][C@@H:12]1[CH2:19][CH2:20][N:27]([OH:28])[CH2:13]1)=[O:10])[C:2]1[CH:7]=[CH:6][CH:5]=[CH:4][CH:3]=1, predict the reactants needed to synthesize it. The reactants are: [CH2:1]([O:8][C:9]([NH:11][C@H:12]([CH2:19][CH2:20]OS(C)(=O)=O)[CH2:13]OS(C)(=O)=O)=[O:10])[C:2]1[CH:7]=[CH:6][CH:5]=[CH:4][CH:3]=1.Cl.[NH2:27][OH:28].C([O-])(O)=O.[Na+]. (2) Given the product [CH:1]1([CH:7]([NH:18][C:19]2[CH:20]=[CH:21][C:22]([C:25]([N:27]([CH3:35])[CH2:28][CH2:29][C:30]([OH:32])=[O:31])=[O:26])=[CH:23][CH:24]=2)[C:8]2[S:16][C:11]3=[CH:12][N:13]=[CH:14][CH:15]=[C:10]3[C:9]=2[CH3:17])[CH2:6][CH2:5][CH2:4][CH2:3][CH2:2]1, predict the reactants needed to synthesize it. The reactants are: [CH:1]1([CH:7]([NH:18][C:19]2[CH:24]=[CH:23][C:22]([C:25]([N:27]([CH3:35])[CH2:28][CH2:29][C:30]([O:32]CC)=[O:31])=[O:26])=[CH:21][CH:20]=2)[C:8]2[S:16][C:11]3=[CH:12][N:13]=[CH:14][CH:15]=[C:10]3[C:9]=2[CH3:17])[CH2:6][CH2:5][CH2:4][CH2:3][CH2:2]1.O1CCCC1.[OH-].[Na+]. (3) Given the product [CH2:17]([N:24]1[C:2]([CH2:15][Br:16])([OH:6])[C:3]([CH2:8][CH2:9][CH2:10][CH2:11][CH2:12][CH2:13][CH3:14])=[CH:4][C:5]1=[O:7])[C:18]1[CH:23]=[CH:22][CH:21]=[CH:20][CH:19]=1, predict the reactants needed to synthesize it. The reactants are: Br[C:2]1([CH2:15][Br:16])[O:6][C:5](=[O:7])[CH:4]=[C:3]1[CH2:8][CH2:9][CH2:10][CH2:11][CH2:12][CH2:13][CH3:14].[CH2:17]([NH2:24])[C:18]1[CH:23]=[CH:22][CH:21]=[CH:20][CH:19]=1.ClCCl. (4) Given the product [CH:1]([NH:3][C:4]1[N:9]=[C:8]([C:10]2[O:14][N:13]=[C:12]([C:15]3[CH:26]=[C:25]([CH3:27])[C:18]([O:19][CH2:20][CH:21]([OH:24])[CH2:22][OH:23])=[C:17]([CH3:28])[CH:16]=3)[N:11]=2)[CH:7]=[C:6]([CH3:29])[N:5]=1)([CH3:30])[CH3:2], predict the reactants needed to synthesize it. The reactants are: [CH2:1]([NH:3][C:4]1[N:9]=[C:8]([C:10]2[O:14][N:13]=[C:12]([C:15]3[CH:26]=[C:25]([CH3:27])[C:18]([O:19][CH2:20][CH:21]([OH:24])[CH2:22][OH:23])=[C:17]([CH3:28])[CH:16]=3)[N:11]=2)[CH:7]=[C:6]([CH3:29])[N:5]=1)[CH3:2].[CH:30](C1N=C(C(O)=O)C(N)=C(C)N=1)(C)C. (5) The reactants are: [N+](C1C=CC(C([O:10][CH2:11][C@@H:12]2[C@@H:17]([CH2:18][O:19][CH2:20][C:21]3[CH:26]=[CH:25][CH:24]=[CH:23][CH:22]=3)[C@H:16]([C:27]3[CH:32]=[CH:31][C:30]([F:33])=[CH:29][CH:28]=3)[C@@H:15]([O:34][C@@H:35]([C:37]3[CH:42]=[C:41]([C:43]([F:46])([F:45])[F:44])[CH:40]=[C:39]([C:47]([F:50])([F:49])[F:48])[CH:38]=3)[CH3:36])[O:14][CH2:13]2)=O)=CC=1)([O-])=O.[OH-].[Na+]. Given the product [CH2:20]([O:19][CH2:18][C@H:17]1[C@H:16]([C:27]2[CH:28]=[CH:29][C:30]([F:33])=[CH:31][CH:32]=2)[C@@H:15]([O:34][C@@H:35]([C:37]2[CH:42]=[C:41]([C:43]([F:46])([F:44])[F:45])[CH:40]=[C:39]([C:47]([F:50])([F:48])[F:49])[CH:38]=2)[CH3:36])[O:14][CH2:13][C@@H:12]1[CH2:11][OH:10])[C:21]1[CH:22]=[CH:23][CH:24]=[CH:25][CH:26]=1, predict the reactants needed to synthesize it. (6) Given the product [CH3:1][O:2][C:3]([C:4]1[CH:9]=[CH:8][C:7]2[N:10]([CH2:11][CH2:12][NH:13][C:14]([O:16][C:17]([CH3:19])([CH3:18])[CH3:20])=[O:15])[C:38]([NH:23][C:24]3[S:25][C:26]4[CH:32]=[C:31]([O:33][C:34]([F:37])([F:35])[F:36])[CH:30]=[CH:29][C:27]=4[N:28]=3)=[N:21][C:6]=2[CH:5]=1)=[O:22], predict the reactants needed to synthesize it. The reactants are: [CH3:1][O:2][C:3](=[O:22])[C:4]1[CH:9]=[CH:8][C:7]([NH:10][CH2:11][CH2:12][NH:13][C:14]([O:16][C:17]([CH3:20])([CH3:19])[CH3:18])=[O:15])=[C:6]([NH2:21])[CH:5]=1.[NH2:23][C:24]1[S:25][C:26]2[CH:32]=[C:31]([O:33][C:34]([F:37])([F:36])[F:35])[CH:30]=[CH:29][C:27]=2[N:28]=1.[C:38](N1C=CN=C1)(N1C=CN=C1)=S.C(Cl)CCl. (7) Given the product [O:11]1[C:15]2[CH:16]=[CH:17][CH:18]=[CH:19][C:14]=2[CH:13]=[C:12]1[C:20]1[N:8]=[C:6]2[N:5]([CH:21]=1)[N:4]=[C:3]([C:2]([Cl:1])([F:10])[F:9])[S:7]2.[BrH:22], predict the reactants needed to synthesize it. The reactants are: [Cl:1][C:2]([F:10])([F:9])[C:3]1[S:7][C:6]([NH2:8])=[N:5][N:4]=1.[O:11]1[C:15]2[CH:16]=[CH:17][CH:18]=[CH:19][C:14]=2[CH:13]=[C:12]1[C:20](=O)[CH2:21][Br:22]. (8) The reactants are: [CH2:1]([O:3][C:4]([C:6]1[NH:7][C:8]2[C:13]([CH:14]=1)=[CH:12][C:11]([O:15]C)=[C:10]([CH3:17])[CH:9]=2)=[O:5])[CH3:2].B(Br)(Br)Br. Given the product [CH2:1]([O:3][C:4]([C:6]1[NH:7][C:8]2[C:13]([CH:14]=1)=[CH:12][C:11]([OH:15])=[C:10]([CH3:17])[CH:9]=2)=[O:5])[CH3:2], predict the reactants needed to synthesize it.